Dataset: Catalyst prediction with 721,799 reactions and 888 catalyst types from USPTO. Task: Predict which catalyst facilitates the given reaction. Reactant: [CH2:1]=O.[NH:3]1[CH2:8][CH2:7][O:6][CH2:5][CH2:4]1.C[Si]([N:13]=[N+:14]=[N-:15])(C)C.[F:16][C:17]([F:27])([F:26])[C:18]1[CH:23]=[CH:22][C:21]([N+:24]#[C-:25])=[CH:20][CH:19]=1. Product: [F:16][C:17]([F:26])([F:27])[C:18]1[CH:19]=[CH:20][C:21]([N:24]2[C:25]([CH2:1][N:3]3[CH2:8][CH2:7][O:6][CH2:5][CH2:4]3)=[N:15][N:14]=[N:13]2)=[CH:22][CH:23]=1. The catalyst class is: 5.